From a dataset of NCI-60 drug combinations with 297,098 pairs across 59 cell lines. Regression. Given two drug SMILES strings and cell line genomic features, predict the synergy score measuring deviation from expected non-interaction effect. (1) Drug 1: CN1CCC(CC1)COC2=C(C=C3C(=C2)N=CN=C3NC4=C(C=C(C=C4)Br)F)OC. Drug 2: C1=CN(C(=O)N=C1N)C2C(C(C(O2)CO)O)O.Cl. Cell line: NCIH23. Synergy scores: CSS=31.5, Synergy_ZIP=-2.67, Synergy_Bliss=0.284, Synergy_Loewe=-13.2, Synergy_HSA=1.44. (2) Drug 1: C1CCN(CC1)CCOC2=CC=C(C=C2)C(=O)C3=C(SC4=C3C=CC(=C4)O)C5=CC=C(C=C5)O. Drug 2: CC(C1=C(C=CC(=C1Cl)F)Cl)OC2=C(N=CC(=C2)C3=CN(N=C3)C4CCNCC4)N. Cell line: MALME-3M. Synergy scores: CSS=1.25, Synergy_ZIP=-1.14, Synergy_Bliss=-4.75, Synergy_Loewe=-6.45, Synergy_HSA=-6.56. (3) Drug 1: CCC1(CC2CC(C3=C(CCN(C2)C1)C4=CC=CC=C4N3)(C5=C(C=C6C(=C5)C78CCN9C7C(C=CC9)(C(C(C8N6C)(C(=O)OC)O)OC(=O)C)CC)OC)C(=O)OC)O.OS(=O)(=O)O. Drug 2: CC1=C(C(=O)C2=C(C1=O)N3CC4C(C3(C2COC(=O)N)OC)N4)N. Cell line: HCT-15. Synergy scores: CSS=34.5, Synergy_ZIP=5.43, Synergy_Bliss=7.55, Synergy_Loewe=1.77, Synergy_HSA=6.43. (4) Drug 1: C1=CN(C(=O)N=C1N)C2C(C(C(O2)CO)O)O.Cl. Drug 2: C1C(C(OC1N2C=NC3=C2NC=NCC3O)CO)O. Cell line: MOLT-4. Synergy scores: CSS=69.9, Synergy_ZIP=0.725, Synergy_Bliss=-0.113, Synergy_Loewe=-9.82, Synergy_HSA=-0.0236. (5) Drug 1: CC12CCC3C(C1CCC2=O)CC(=C)C4=CC(=O)C=CC34C. Drug 2: CC1=C(C=C(C=C1)C(=O)NC2=CC(=CC(=C2)C(F)(F)F)N3C=C(N=C3)C)NC4=NC=CC(=N4)C5=CN=CC=C5. Cell line: SF-295. Synergy scores: CSS=42.1, Synergy_ZIP=1.70, Synergy_Bliss=1.77, Synergy_Loewe=2.26, Synergy_HSA=2.68.